Dataset: Full USPTO retrosynthesis dataset with 1.9M reactions from patents (1976-2016). Task: Predict the reactants needed to synthesize the given product. (1) Given the product [NH2:1][C:2]1[C:11]([C:12]([NH:40][C:35]2[CH:36]=[N:37][CH:38]=[CH:39][C:34]=2[N:31]2[CH2:30][CH2:29][N:28]([CH:26]3[CH2:25][O:24][CH2:27]3)[CH2:33][CH2:32]2)=[O:14])=[C:5]2[N:6]=[CH:7][C:8]([F:10])=[CH:9][N:4]2[N:3]=1, predict the reactants needed to synthesize it. The reactants are: [NH2:1][C:2]1[C:11]([C:12]([O:14]N2C3C=CC=CC=3N=N2)=O)=[C:5]2[N:6]=[CH:7][C:8]([F:10])=[CH:9][N:4]2[N:3]=1.[O:24]1[CH2:27][CH:26]([N:28]2[CH2:33][CH2:32][N:31]([C:34]3[CH:39]=[CH:38][N:37]=[CH:36][C:35]=3[NH2:40])[CH2:30][CH2:29]2)[CH2:25]1. (2) Given the product [CH2:1]([N:8]1[C:12]([CH:13]=[O:14])=[CH:11][C:10]([O:15][CH2:16][CH3:17])=[N:9]1)[C:2]1[CH:3]=[CH:4][CH:5]=[CH:6][CH:7]=1, predict the reactants needed to synthesize it. The reactants are: [CH2:1]([N:8]1[C:12]([CH2:13][OH:14])=[CH:11][C:10]([O:15][CH2:16][CH3:17])=[N:9]1)[C:2]1[CH:7]=[CH:6][CH:5]=[CH:4][CH:3]=1.[Cr](Cl)([O-])(=O)=O.[NH+]1C=CC=CC=1. (3) Given the product [C:31]([OH:36])(=[O:35])[C:32]([OH:34])=[O:33].[CH2:1]([N:8]1[CH2:9][CH2:10][C:11]([N:21]([C:25]2[CH:30]=[CH:29][CH:28]=[CH:27][CH:26]=2)[C:22](=[O:24])[CH3:23])([C:14]2[CH:19]=[CH:18][CH:17]=[C:16]([CH3:20])[N:15]=2)[CH2:12][CH2:13]1)[C:2]1[CH:7]=[CH:6][CH:5]=[CH:4][CH:3]=1, predict the reactants needed to synthesize it. The reactants are: [CH2:1]([N:8]1[CH2:13][CH2:12][C:11]([N:21]([C:25]2[CH:30]=[CH:29][CH:28]=[CH:27][CH:26]=2)[C:22](=[O:24])[CH3:23])([C:14]2[CH:19]=[CH:18][CH:17]=[C:16]([CH3:20])[N:15]=2)[CH2:10][CH2:9]1)[C:2]1[CH:7]=[CH:6][CH:5]=[CH:4][CH:3]=1.[C:31]([OH:36])(=[O:35])[C:32]([OH:34])=[O:33]. (4) The reactants are: O1CCCC1.[C:6]([O:10][C:11]([N:13]([CH2:38][C:39]1[CH:48]=[CH:47][C:42]2[O:43][CH2:44][CH2:45][O:46][C:41]=2[CH:40]=1)[CH:14]1[CH2:19][CH2:18][N:17]([CH2:20][CH2:21][N:22]2[C:31]3[C:26](=[CH:27][CH:28]=[C:29]([O:32][CH3:33])[CH:30]=3)[C:25]([C:34]([OH:36])=O)=[CH:24][C:23]2=[O:37])[CH2:16][CH2:15]1)=[O:12])([CH3:9])([CH3:8])[CH3:7].C(Cl)(=O)OCC(C)C.[NH2:57][CH2:58][C:59]1[CH:60]=[N:61][CH:62]=[CH:63][CH:64]=1. Given the product [O:43]1[C:42]2[CH:47]=[CH:48][C:39]([CH2:38][N:13]([CH:14]3[CH2:19][CH2:18][N:17]([CH2:20][CH2:21][N:22]4[C:31]5[C:26](=[CH:27][CH:28]=[C:29]([O:32][CH3:33])[CH:30]=5)[C:25]([C:34]([NH:57][CH2:58][C:59]5[CH:60]=[N:61][CH:62]=[CH:63][CH:64]=5)=[O:36])=[CH:24][C:23]4=[O:37])[CH2:16][CH2:15]3)[C:11](=[O:12])[O:10][C:6]([CH3:8])([CH3:9])[CH3:7])=[CH:40][C:41]=2[O:46][CH2:45][CH2:44]1, predict the reactants needed to synthesize it. (5) Given the product [F:1][C:2]1[CH:20]=[CH:19][C:5]([CH:6]([C:7]2[S:8][C:9]3[N:10]=[C:11]([NH2:18])[N:12]=[C:13]([S:16][CH3:17])[C:14]=3[N:15]=2)[CH3:24])=[CH:4][CH:3]=1, predict the reactants needed to synthesize it. The reactants are: [F:1][C:2]1[CH:20]=[CH:19][C:5]([CH2:6][C:7]2[S:8][C:9]3[N:10]=[C:11]([NH2:18])[N:12]=[C:13]([S:16][CH3:17])[C:14]=3[N:15]=2)=[CH:4][CH:3]=1.[OH-].[Na+].I[CH3:24].O. (6) Given the product [Cl:1][C:2]1[C:3]2[S:10][CH:9]=[C:8]([C:11]([OH:13])=[O:12])[C:4]=2[N:5]=[CH:6][N:7]=1, predict the reactants needed to synthesize it. The reactants are: [Cl:1][C:2]1[C:3]2[S:10][CH:9]=[C:8]([CH:11]=[O:12])[C:4]=2[N:5]=[CH:6][N:7]=1.[O-:13]Cl=O.[Na+].